This data is from Forward reaction prediction with 1.9M reactions from USPTO patents (1976-2016). The task is: Predict the product of the given reaction. Given the reactants [Cl:1][C:2]1[C:3](=[O:15])[C:4]2[C:9]([C:10](=[O:14])[C:11]=1[NH:12][CH3:13])=[CH:8][CH:7]=[CH:6][CH:5]=2.C(=O)([O-])[O-].[K+].[K+].[Br:22][CH2:23][C:24](Br)=[O:25], predict the reaction product. The product is: [Br:22][CH2:23][C:24]([N:12]([C:11]1[C:10](=[O:14])[C:9]2[C:4]([C:3](=[O:15])[C:2]=1[Cl:1])=[CH:5][CH:6]=[CH:7][CH:8]=2)[CH3:13])=[O:25].